Dataset: NCI-60 drug combinations with 297,098 pairs across 59 cell lines. Task: Regression. Given two drug SMILES strings and cell line genomic features, predict the synergy score measuring deviation from expected non-interaction effect. (1) Drug 1: C1CN1P(=S)(N2CC2)N3CC3. Drug 2: CCC1(CC2CC(C3=C(CCN(C2)C1)C4=CC=CC=C4N3)(C5=C(C=C6C(=C5)C78CCN9C7C(C=CC9)(C(C(C8N6C=O)(C(=O)OC)O)OC(=O)C)CC)OC)C(=O)OC)O.OS(=O)(=O)O. Cell line: UACC62. Synergy scores: CSS=23.9, Synergy_ZIP=-8.42, Synergy_Bliss=-1.51, Synergy_Loewe=-5.20, Synergy_HSA=0.768. (2) Synergy scores: CSS=3.85, Synergy_ZIP=-1.89, Synergy_Bliss=-2.21, Synergy_Loewe=0.679, Synergy_HSA=-1.23. Drug 1: CN1C2=C(C=C(C=C2)N(CCCl)CCCl)N=C1CCCC(=O)O.Cl. Drug 2: CC(C)NC(=O)C1=CC=C(C=C1)CNNC.Cl. Cell line: SK-MEL-28. (3) Drug 1: CNC(=O)C1=CC=CC=C1SC2=CC3=C(C=C2)C(=NN3)C=CC4=CC=CC=N4. Drug 2: CS(=O)(=O)OCCCCOS(=O)(=O)C. Cell line: PC-3. Synergy scores: CSS=2.07, Synergy_ZIP=-0.739, Synergy_Bliss=-2.10, Synergy_Loewe=-4.23, Synergy_HSA=-4.39. (4) Drug 1: C1=C(C(=O)NC(=O)N1)N(CCCl)CCCl. Drug 2: COC1=C2C(=CC3=C1OC=C3)C=CC(=O)O2. Cell line: RPMI-8226. Synergy scores: CSS=9.74, Synergy_ZIP=-8.47, Synergy_Bliss=-14.3, Synergy_Loewe=-26.5, Synergy_HSA=-17.1. (5) Drug 1: CS(=O)(=O)C1=CC(=C(C=C1)C(=O)NC2=CC(=C(C=C2)Cl)C3=CC=CC=N3)Cl. Drug 2: CC1=C(C=C(C=C1)C(=O)NC2=CC(=CC(=C2)C(F)(F)F)N3C=C(N=C3)C)NC4=NC=CC(=N4)C5=CN=CC=C5. Cell line: NCI/ADR-RES. Synergy scores: CSS=9.66, Synergy_ZIP=-0.914, Synergy_Bliss=1.44, Synergy_Loewe=0.368, Synergy_HSA=0.0340.